This data is from HIV replication inhibition screening data with 41,000+ compounds from the AIDS Antiviral Screen. The task is: Binary Classification. Given a drug SMILES string, predict its activity (active/inactive) in a high-throughput screening assay against a specified biological target. (1) The drug is COc1cc(N=Nc2ccc(C(=O)N(C)C)cc2)c(C)cc1N=Nc1c(O)nc2ccccc2c1O. The result is 0 (inactive). (2) The compound is CC(=O)OCC1OC(N=[N+]=[NH2+])C(OC(C)=O)C(OC(C)=O)C1OC1OC(COC(C)=O)C(OC(C)=O)C(OC(C)=O)C1OC(C)=O. The result is 0 (inactive). (3) The molecule is C[Sn](C)(C)OC(=O)C(O)c1ccccc1. The result is 0 (inactive). (4) The drug is CC(=O)CC(O)(C(F)(F)Cl)C(F)(Cl)Cl. The result is 0 (inactive).